Dataset: Peptide-MHC class II binding affinity with 134,281 pairs from IEDB. Task: Regression. Given a peptide amino acid sequence and an MHC pseudo amino acid sequence, predict their binding affinity value. This is MHC class II binding data. (1) The peptide sequence is DNSFVSAISQTEVKE. The MHC is DRB1_0901 with pseudo-sequence DRB1_0901. The binding affinity (normalized) is 0.666. (2) The peptide sequence is FDSFVASLTEALRVI. The MHC is DRB3_0101 with pseudo-sequence DRB3_0101. The binding affinity (normalized) is 0.564. (3) The peptide sequence is EKKYFAATQFEPLYA. The MHC is HLA-DQA10501-DQB10301 with pseudo-sequence HLA-DQA10501-DQB10301. The binding affinity (normalized) is 0.349. (4) The peptide sequence is RGIEYIQHNGVVQES. The MHC is DRB1_1201 with pseudo-sequence DRB1_1201. The binding affinity (normalized) is 0.401. (5) The peptide sequence is KELKGAYVYFASDAS. The MHC is DRB3_0202 with pseudo-sequence DRB3_0202. The binding affinity (normalized) is 0.395. (6) The binding affinity (normalized) is 0.848. The peptide sequence is YDKFLANVSVVLTGK. The MHC is DRB3_0202 with pseudo-sequence DRB3_0202. (7) The binding affinity (normalized) is 0.356. The MHC is DRB1_0404 with pseudo-sequence DRB1_0404. The peptide sequence is SAALGPLIEGNTSLL.